Dataset: Full USPTO retrosynthesis dataset with 1.9M reactions from patents (1976-2016). Task: Predict the reactants needed to synthesize the given product. (1) Given the product [F:36][C:31]1[CH:32]=[CH:33][CH:34]=[CH:35][C:30]=1[N:16]1[C:17](=[O:18])[C:19]2[C@H:20]3[C:26]([CH3:28])([CH3:27])[C@:23]([CH3:29])([CH2:22][CH2:21]3)[C:24]=2[NH:15]1, predict the reactants needed to synthesize it. The reactants are: FC(F)(F)C(O)=O.C(OC([NH:15][N:16]([C:30]1[CH:35]=[CH:34][CH:33]=[CH:32][C:31]=1[F:36])[C:17]([CH:19]1[C:24](=O)[C@:23]2([CH3:29])[C:26]([CH3:28])([CH3:27])[C@H:20]1[CH2:21][CH2:22]2)=[O:18])=O)(C)(C)C. (2) Given the product [I-:26].[C:1]([C:3]1[CH:8]=[CH:7][C:6]([C:9]([CH:21]2[CH2:22][CH2:23][CH2:24][CH2:25]2)([CH3:20])[C:10]([O:12][CH:13]2[CH2:18][CH2:17][N+:16]([CH3:27])([CH3:19])[CH2:15][CH2:14]2)=[O:11])=[CH:5][CH:4]=1)#[N:2], predict the reactants needed to synthesize it. The reactants are: [C:1]([C:3]1[CH:8]=[CH:7][C:6]([C:9]([CH:21]2[CH2:25][CH2:24][CH2:23][CH2:22]2)([CH3:20])[C:10]([O:12][CH:13]2[CH2:18][CH2:17][N:16]([CH3:19])[CH2:15][CH2:14]2)=[O:11])=[CH:5][CH:4]=1)#[N:2].[I:26][CH3:27]. (3) Given the product [CH3:33][N:12]1[CH2:13][C:14]2[C:19](=[CH:18][CH:17]=[C:16]([C:20]3[CH:25]=[CH:24][C:23]([C:26]([F:29])([F:27])[F:28])=[CH:22][CH:21]=3)[CH:15]=2)[N:10]([CH2:9][C:6]2[CH:7]=[CH:8][C:3]([O:2][CH3:1])=[CH:4][CH:5]=2)[C:11]1=[O:30], predict the reactants needed to synthesize it. The reactants are: [CH3:1][O:2][C:3]1[CH:8]=[CH:7][C:6]([CH2:9][N:10]2[C:19]3[C:14](=[CH:15][C:16]([C:20]4[CH:25]=[CH:24][C:23]([C:26]([F:29])([F:28])[F:27])=[CH:22][CH:21]=4)=[CH:17][CH:18]=3)[CH2:13][NH:12][C:11]2=[O:30])=[CH:5][CH:4]=1.[H-].[Na+].[CH3:33]I. (4) Given the product [C:1]([C:5]1[CH:6]=[CH:7][C:8]([S:11]([N:14]2[C@@H:19]([CH3:20])[CH2:18][NH:17][CH2:16][C@@H:15]2[CH3:31])(=[O:13])=[O:12])=[CH:9][CH:10]=1)([CH3:4])([CH3:2])[CH3:3], predict the reactants needed to synthesize it. The reactants are: [C:1]([C:5]1[CH:10]=[CH:9][C:8]([S:11]([N:14]2[C@@H:19]([CH3:20])[CH2:18][N:17](C(OCC3C=CC=CC=3)=O)[CH2:16][C@@H:15]2[CH3:31])(=[O:13])=[O:12])=[CH:7][CH:6]=1)([CH3:4])([CH3:3])[CH3:2]. (5) Given the product [CH3:9][C:10]1([CH3:20])[CH2:14][C:13]2[CH:15]=[CH:16][C:17]([C:23]3[CH:28]=[CH:27][C:26]([CH3:29])=[CH:25][CH:24]=3)=[C:18]([CH3:19])[C:12]=2[O:11]1, predict the reactants needed to synthesize it. The reactants are: P([O-])([O-])([O-])=O.[K+].[K+].[K+].[CH3:9][C:10]1([CH3:20])[CH2:14][C:13]2[CH:15]=[CH:16][CH:17]=[C:18]([CH3:19])[C:12]=2[O:11]1.B([O-])([O-])O[C:23]1[CH:28]=[CH:27][C:26]([CH3:29])=[CH:25][CH:24]=1. (6) The reactants are: [Si:1]([O:8][C@H:9]1[C@H:13]2[O:14][CH2:15][C@@H:16]([O:17][CH2:18][C:19]3[NH:27][C:26]4[C:21](=[N:22][C:23](Cl)=[CH:24][CH:25]=4)[CH:20]=3)[C@H:12]2[O:11][CH2:10]1)([C:4]([CH3:7])([CH3:6])[CH3:5])([CH3:3])[CH3:2].CC1(C)C(C)(C)OB([C:37]2[CH:42]=[CH:41][C:40]([C:43]3([CH2:46][OH:47])[CH2:45][CH2:44]3)=[CH:39][CH:38]=2)O1.C([O-])([O-])=O.[Na+].[Na+].O. Given the product [Si:1]([O:8][C@H:9]1[C@H:13]2[O:14][CH2:15][C@@H:16]([O:17][CH2:18][C:19]3[NH:27][C:26]4[C:21](=[N:22][C:23]([C:37]5[CH:42]=[CH:41][C:40]([C:43]6([CH2:46][OH:47])[CH2:44][CH2:45]6)=[CH:39][CH:38]=5)=[CH:24][CH:25]=4)[CH:20]=3)[C@H:12]2[O:11][CH2:10]1)([C:4]([CH3:7])([CH3:6])[CH3:5])([CH3:3])[CH3:2], predict the reactants needed to synthesize it.